This data is from NCI-60 drug combinations with 297,098 pairs across 59 cell lines. The task is: Regression. Given two drug SMILES strings and cell line genomic features, predict the synergy score measuring deviation from expected non-interaction effect. (1) Drug 1: CNC(=O)C1=NC=CC(=C1)OC2=CC=C(C=C2)NC(=O)NC3=CC(=C(C=C3)Cl)C(F)(F)F. Drug 2: CC1C(C(CC(O1)OC2CC(CC3=C2C(=C4C(=C3O)C(=O)C5=C(C4=O)C(=CC=C5)OC)O)(C(=O)CO)O)N)O.Cl. Cell line: 786-0. Synergy scores: CSS=41.1, Synergy_ZIP=0.0731, Synergy_Bliss=-0.217, Synergy_Loewe=-32.4, Synergy_HSA=-0.750. (2) Drug 1: C1CC(C1)(C(=O)O)C(=O)O.[NH2-].[NH2-].[Pt+2]. Drug 2: C(CN)CNCCSP(=O)(O)O. Cell line: T-47D. Synergy scores: CSS=13.1, Synergy_ZIP=-3.64, Synergy_Bliss=-0.0221, Synergy_Loewe=-7.61, Synergy_HSA=0.643. (3) Drug 1: CN(C(=O)NC(C=O)C(C(C(CO)O)O)O)N=O. Drug 2: C(CN)CNCCSP(=O)(O)O. Cell line: MCF7. Synergy scores: CSS=0.696, Synergy_ZIP=-2.35, Synergy_Bliss=-5.18, Synergy_Loewe=-8.27, Synergy_HSA=-4.32. (4) Drug 1: CC1C(C(CC(O1)OC2CC(CC3=C2C(=C4C(=C3O)C(=O)C5=C(C4=O)C(=CC=C5)OC)O)(C(=O)C)O)N)O.Cl. Drug 2: CN(C)C1=NC(=NC(=N1)N(C)C)N(C)C. Cell line: UACC62. Synergy scores: CSS=20.8, Synergy_ZIP=-2.73, Synergy_Bliss=4.64, Synergy_Loewe=-14.1, Synergy_HSA=4.00.